The task is: Regression. Given two drug SMILES strings and cell line genomic features, predict the synergy score measuring deviation from expected non-interaction effect.. This data is from NCI-60 drug combinations with 297,098 pairs across 59 cell lines. Drug 1: C1CCN(CC1)CCOC2=CC=C(C=C2)C(=O)C3=C(SC4=C3C=CC(=C4)O)C5=CC=C(C=C5)O. Drug 2: CC1=C2C(C(=O)C3(C(CC4C(C3C(C(C2(C)C)(CC1OC(=O)C(C(C5=CC=CC=C5)NC(=O)OC(C)(C)C)O)O)OC(=O)C6=CC=CC=C6)(CO4)OC(=O)C)O)C)O. Cell line: HS 578T. Synergy scores: CSS=53.4, Synergy_ZIP=11.4, Synergy_Bliss=13.4, Synergy_Loewe=-18.9, Synergy_HSA=9.42.